Dataset: Catalyst prediction with 721,799 reactions and 888 catalyst types from USPTO. Task: Predict which catalyst facilitates the given reaction. (1) Reactant: Br[C:2]1[CH:3]=[CH:4][C:5]([C:8]([OH:11])([CH3:10])[CH3:9])=[N:6][CH:7]=1.CC1(C)C(C)(C)[O:16][B:15](B2OC(C)(C)C(C)(C)O2)[O:14]1.ClCCl.C([O-])(=O)C.[K+]. Product: [OH:11][C:8]([C:5]1[N:6]=[CH:7][C:2]([B:15]([OH:16])[OH:14])=[CH:3][CH:4]=1)([CH3:10])[CH3:9]. The catalyst class is: 75. (2) Reactant: [Cl:1][C:2]1[CH:3]=[C:4]([NH:8][C:9]2[CH:14]=[CH:13][N:12]3[N:15]=[CH:16][C:17]([CH:18]=O)=[C:11]3[N:10]=2)[CH:5]=[CH:6][CH:7]=1.[NH:20]1[CH2:26][C:24](=[O:25])[NH:23][C:21]1=[O:22].N1CCCCC1. Product: [Cl:1][C:2]1[CH:3]=[C:4]([NH:8][C:9]2[CH:14]=[CH:13][N:12]3[N:15]=[CH:16][C:17]([CH:18]=[C:26]4[NH:20][C:21](=[O:22])[NH:23][C:24]4=[O:25])=[C:11]3[N:10]=2)[CH:5]=[CH:6][CH:7]=1. The catalyst class is: 14. (3) Reactant: [CH3:1][C@@H:2]([O:5][C:6]1[CH:12]=[CH:11][C:9]([NH2:10])=[CH:8][CH:7]=1)[CH2:3][CH3:4].[C:13](Cl)(Cl)=[O:14]. Product: [N:10]([C:9]1[CH:8]=[CH:7][C:6]([O:5][C@H:2]([CH3:1])[CH2:3][CH3:4])=[CH:12][CH:11]=1)=[C:13]=[O:14]. The catalyst class is: 25. (4) Reactant: [O:1]([C@H:9]([CH3:13])[CH2:10][CH2:11][OH:12])[Si:2]([C:5]([CH3:8])([CH3:7])[CH3:6])([CH3:4])[CH3:3].C[Si]([N-][Si](C)(C)C)(C)C.[Na+].[F:24][C:25]1[CH:26]=[C:27]([N:32]2[C:37](=[O:38])[C:36](Br)=[C:35]([Br:40])[CH:34]=[N:33]2)[CH:28]=[CH:29][C:30]=1[F:31]. Product: [F:24][C:25]1[CH:26]=[C:27]([N:32]2[C:37](=[O:38])[C:36]([O:12][CH2:11][CH2:10][C@H:9]([O:1][Si:2]([C:5]([CH3:6])([CH3:7])[CH3:8])([CH3:4])[CH3:3])[CH3:13])=[C:35]([Br:40])[CH:34]=[N:33]2)[CH:28]=[CH:29][C:30]=1[F:31]. The catalyst class is: 1. (5) Reactant: I[C:2]1[S:6][C:5]([NH:7][C:8]2[CH:13]=[CH:12][CH:11]=[C:10]([CH3:14])[N:9]=2)=[C:4]([C:15]([NH2:17])=[O:16])[CH:3]=1.[CH3:18][N:19]1[CH:23]=[C:22](B2OC(C)(C)C(C)(C)O2)[CH:21]=[N:20]1.C(=O)([O-])[O-].[Na+].[Na+]. Product: [CH3:18][N:19]1[CH:23]=[C:22]([C:2]2[S:6][C:5]([NH:7][C:8]3[CH:13]=[CH:12][CH:11]=[C:10]([CH3:14])[N:9]=3)=[C:4]([C:15]([NH2:17])=[O:16])[CH:3]=2)[CH:21]=[N:20]1. The catalyst class is: 628.